This data is from Retrosynthesis with 50K atom-mapped reactions and 10 reaction types from USPTO. The task is: Predict the reactants needed to synthesize the given product. (1) Given the product CC(c1oc(=O)c2ccccc2c1C1=CCN(Cc2ccncc2)CC1)n1nc(-c2cc(O)cc(F)c2)c2c(N)ncnc21, predict the reactants needed to synthesize it. The reactants are: CC(c1oc(=O)c2ccccc2c1C1=CCNCC1)n1nc(-c2cc(O)cc(F)c2)c2c(N)ncnc21.O=Cc1ccncc1. (2) Given the product CNc1ccc(-n2nc(I)c3c(NC(=O)OC(C)(C)C)ncnc32)cc1, predict the reactants needed to synthesize it. The reactants are: C=O.CC(C)(C)OC(=O)Nc1ncnc2c1c(I)nn2-c1ccc(N)cc1. (3) Given the product CC(=O)OC[C@@H](C)n1ccc2c(N)cccc2c1=O, predict the reactants needed to synthesize it. The reactants are: CC(=O)OC[C@@H](C)n1ccc2c([N+](=O)[O-])cccc2c1=O. (4) The reactants are: CC(C)(C)N1C(=O)C(NCCCBr)=C(c2ccccc2)S1(=O)=O.O=C(O)c1ccc(O)cc1. Given the product CC(C)(C)N1C(=O)C(NCCCOC(=O)c2ccc(O)cc2)=C(c2ccccc2)S1(=O)=O, predict the reactants needed to synthesize it. (5) The reactants are: CCOC(=O)[C@@H](Cc1ccsc1)NC(C)=O. Given the product CC(=O)N[C@@H](CO)Cc1ccsc1, predict the reactants needed to synthesize it.